This data is from Forward reaction prediction with 1.9M reactions from USPTO patents (1976-2016). The task is: Predict the product of the given reaction. (1) Given the reactants C(NC(C)C)(C)C.[Br:8][C:9]1[C:17]2[O:16][C:15]([F:19])([F:18])[O:14][C:13]=2[CH:12]=[CH:11][CH:10]=1.C([Li])CCC.[C:25](=[O:27])=[O:26], predict the reaction product. The product is: [Br:8][C:9]1[C:17]2[O:16][C:15]([F:19])([F:18])[O:14][C:13]=2[C:12]([C:25]([OH:27])=[O:26])=[CH:11][CH:10]=1. (2) The product is: [CH2:1]=[CH:2][CH:3]=[CH2:4].[C:4]1(=[O:5])[O:6][C:1](=[O:7])[CH:2]=[CH:3]1. Given the reactants [C:1]1(=[O:7])[O:6][C:4](=[O:5])[CH:3]=[CH:2]1.C=CC=C, predict the reaction product.